This data is from Catalyst prediction with 721,799 reactions and 888 catalyst types from USPTO. The task is: Predict which catalyst facilitates the given reaction. Reactant: [O:1]1[CH2:6][CH2:5][CH2:4][O:3][CH:2]1[C:7]1[C:8]2[N:9]([N:14]=[C:15]([C:17]([F:20])([F:19])[F:18])[CH:16]=2)[C:10](I)=[CH:11][CH:12]=1.C([Li])CCC.[CH2:26]([O:28]C=O)C.[Cl-].[NH4+]. Product: [O:1]1[CH2:6][CH2:5][CH2:4][O:3][CH:2]1[C:7]1[C:8]2[N:9]([N:14]=[C:15]([C:17]([F:20])([F:19])[F:18])[CH:16]=2)[C:10]([CH:26]=[O:28])=[CH:11][CH:12]=1. The catalyst class is: 134.